Task: Binary Classification. Given a drug SMILES string, predict its activity (active/inactive) in a high-throughput screening assay against a specified biological target.. Dataset: M1 muscarinic receptor agonist screen with 61,833 compounds (1) The result is 0 (inactive). The molecule is S(c1n(\c([nH]n1)=C1\C(=O)C=CC=C1)CC=C)CC(=O)N. (2) The drug is s1c2c(c3c1cccc3)c(=O)n(nc2C)C(C)C(O)=O. The result is 0 (inactive). (3) The compound is O1CCN(CC1)CCNC(=O)c1c2c(nc(c1)c1c(OC)cc(OC)cc1)cccc2. The result is 0 (inactive). (4) The compound is Fc1cc(NC(=O)c2cc3OCOc3cc2)ccc1. The result is 0 (inactive). (5) The molecule is Clc1ccc(S(=O)(=O)N2CCN(CC2)C(=O)CSc2n(CCC)c(=O)[nH]n2)cc1. The result is 0 (inactive). (6) The drug is O=C(N1CCN(C(c2n(nnn2)C2CCCC2)c2ncccc2)CC1)c1occc1. The result is 0 (inactive).